From a dataset of Peptide-MHC class II binding affinity with 134,281 pairs from IEDB. Regression. Given a peptide amino acid sequence and an MHC pseudo amino acid sequence, predict their binding affinity value. This is MHC class II binding data. (1) The peptide sequence is QTDIPSEPWNTGHDW. The MHC is HLA-DQA10501-DQB10303 with pseudo-sequence HLA-DQA10501-DQB10303. The binding affinity (normalized) is 0.339. (2) The peptide sequence is VFGYRKPLDNIKDNV. The binding affinity (normalized) is 0.244. The MHC is DRB1_1501 with pseudo-sequence DRB1_1501. (3) The peptide sequence is AEAVKKFGYELEALA. The MHC is HLA-DQA10401-DQB10402 with pseudo-sequence HLA-DQA10401-DQB10402. The binding affinity (normalized) is 0.239. (4) The peptide sequence is ELQMSWLPLCVRLER. The MHC is HLA-DQA10201-DQB10301 with pseudo-sequence HLA-DQA10201-DQB10301. The binding affinity (normalized) is 0. (5) The binding affinity (normalized) is 0.424. The MHC is HLA-DQA10101-DQB10501 with pseudo-sequence HLA-DQA10101-DQB10501. The peptide sequence is SQDLELRWNLNGLQAY.